This data is from Reaction yield outcomes from USPTO patents with 853,638 reactions. The task is: Predict the reaction yield, written as a fraction of the theoretical maximum amount of product (1.0 means a 100% yield; for example, 0.34 means a 34% yield). The reactants are [C:1]([C:3]1[CH:8]=[CH:7][C:6]([CH:9]2[CH2:14][CH2:13][N:12]([C:15]([C:17]3[C:18]([CH3:30])=[CH:19][C:20]([CH:26]4[CH2:29][CH2:28][CH2:27]4)=[C:21]([CH:25]=3)[C:22](O)=[O:23])=[O:16])[CH2:11][CH2:10]2)=[CH:5][CH:4]=1)#[N:2].C(Cl)(=O)C([Cl:34])=O. The catalyst is ClCCl.CN(C)C=O. The product is [C:1]([C:3]1[CH:8]=[CH:7][C:6]([CH:9]2[CH2:14][CH2:13][N:12]([C:15]([C:17]3[C:18]([CH3:30])=[CH:19][C:20]([CH:26]4[CH2:29][CH2:28][CH2:27]4)=[C:21]([CH:25]=3)[C:22]([Cl:34])=[O:23])=[O:16])[CH2:11][CH2:10]2)=[CH:5][CH:4]=1)#[N:2]. The yield is 0.920.